Dataset: Reaction yield outcomes from USPTO patents with 853,638 reactions. Task: Predict the reaction yield, written as a fraction of the theoretical maximum amount of product (1.0 means a 100% yield; for example, 0.34 means a 34% yield). (1) The product is [Cl:32][C:27]1[CH:26]=[C:25]([C@@H:20]2[C:19]3[CH:33]=[CH:34][CH:35]=[CH:36][C:18]=3[C:17]3[N:16]=[C:15]([NH:14][C:11]4[CH:10]=[CH:9][C:8]([CH2:7][CH2:6][N:37]5[CH2:42][CH2:41][O:40][CH2:39][CH2:38]5)=[CH:13][CH:12]=4)[N:24]=[CH:23][C:22]=3[CH2:21]2)[CH:30]=[CH:29][C:28]=1[Cl:31]. No catalyst specified. The yield is 0.450. The reactants are CS(O[CH2:6][CH2:7][C:8]1[CH:13]=[CH:12][C:11]([NH:14][C:15]2[N:24]=[CH:23][C:22]3[CH2:21][C@H:20]([C:25]4[CH:30]=[CH:29][C:28]([Cl:31])=[C:27]([Cl:32])[CH:26]=4)[C:19]4[CH:33]=[CH:34][CH:35]=[CH:36][C:18]=4[C:17]=3[N:16]=2)=[CH:10][CH:9]=1)(=O)=O.[NH:37]1[CH2:42][CH2:41][O:40][CH2:39][CH2:38]1. (2) The reactants are [C:1]([O:5][C:6]([N:8]1[CH2:11][C:10](=[CH:12][C:13]2[N:14]([CH3:29])[C:15]3[C:20]([N:21]=2)=[C:19]([N:22]2[CH2:27][CH2:26][O:25][CH2:24][CH2:23]2)[N:18]=[C:17](Cl)[N:16]=3)[CH2:9]1)=[O:7])([CH3:4])([CH3:3])[CH3:2].[NH:30]1[C:34]2[CH:35]=[CH:36][CH:37]=[CH:38][C:33]=2[N:32]=[C:31]1[C@H:39]([OH:41])[CH3:40].CC(C1C=C(C(C)C)C(C2C=CC=CC=2P(C2CCCCC2)C2CCCCC2)=C(C(C)C)C=1)C.C([O-])([O-])=O.[Cs+].[Cs+]. The catalyst is C1(C)C=CC=CC=1.[Pd].[Pd].C(=CC(C=CC1C=CC=CC=1)=O)C1C=CC=CC=1.C(=CC(C=CC1C=CC=CC=1)=O)C1C=CC=CC=1.C(=CC(C=CC1C=CC=CC=1)=O)C1C=CC=CC=1. The product is [C:1]([O:5][C:6]([N:8]1[CH2:11][C:10](=[CH:12][C:13]2[N:14]([CH3:29])[C:15]3[C:20]([N:21]=2)=[C:19]([N:22]2[CH2:27][CH2:26][O:25][CH2:24][CH2:23]2)[N:18]=[C:17]([N:30]2[C:34]4[CH:35]=[CH:36][CH:37]=[CH:38][C:33]=4[N:32]=[C:31]2[C@H:39]([OH:41])[CH3:40])[N:16]=3)[CH2:9]1)=[O:7])([CH3:4])([CH3:3])[CH3:2]. The yield is 0.720. (3) The reactants are [F:1][C:2]1[CH:7]=[C:6]([O:8][CH3:9])[CH:5]=[C:4]([F:10])[C:3]=1[C:11]1[N:16]=[C:15]([C:17]([O:19]C)=[O:18])[CH:14]=[CH:13][C:12]=1[F:21].[Li+].[OH-]. The catalyst is C1COCC1.CO. The product is [F:1][C:2]1[CH:7]=[C:6]([O:8][CH3:9])[CH:5]=[C:4]([F:10])[C:3]=1[C:11]1[N:16]=[C:15]([C:17]([OH:19])=[O:18])[CH:14]=[CH:13][C:12]=1[F:21]. The yield is 0.840. (4) The reactants are C(OC([N:8]1[CH2:13][CH2:12][C:11]2[N:14]([CH2:25][CH:26]([OH:42])[CH2:27][N:28]3[CH2:33][CH2:32][N:31]([C:34]4[CH:39]=[CH:38][CH:37]=[CH:36][C:35]=4[C:40]#[N:41])[CH2:30][CH2:29]3)[N:15]=[C:16]([C:17]3[CH:22]=[CH:21][C:20]([Cl:23])=[C:19]([CH3:24])[CH:18]=3)[C:10]=2[CH2:9]1)=O)(C)(C)C.C(Cl)Cl. The catalyst is FC(F)(F)C(O)=O. The product is [Cl:23][C:20]1[CH:21]=[CH:22][C:17]([C:16]2[C:10]3[CH2:9][NH:8][CH2:13][CH2:12][C:11]=3[N:14]([CH2:25][CH:26]([OH:42])[CH2:27][N:28]3[CH2:33][CH2:32][N:31]([C:34]4[CH:39]=[CH:38][CH:37]=[CH:36][C:35]=4[C:40]#[N:41])[CH2:30][CH2:29]3)[N:15]=2)=[CH:18][C:19]=1[CH3:24]. The yield is 0.990. (5) The reactants are [CH:1]12[CH2:7][CH:4]([CH:5]=[CH:6]1)[CH2:3][CH:2]2[OH:8].ClCCl.[C:12](OC(=O)C)(=[O:14])[CH3:13]. The catalyst is C(N(CC)CC)C. The product is [CH:1]12[CH2:7][CH:4]([CH:5]=[CH:6]1)[CH2:3][CH:2]2[O:8][C:12](=[O:14])[CH3:13]. The yield is 1.00. (6) The reactants are [Br:1][C:2]1[C:3]([Cl:15])=[CH:4][C:5]([O:13][CH3:14])=[C:6]([CH2:8][CH2:9][C:10]([OH:12])=O)[CH:7]=1.[N:16]1([CH:22]2[CH2:25][N:24]([C:26]([O:28][C:29]([CH3:32])([CH3:31])[CH3:30])=[O:27])[CH2:23]2)[CH2:21][CH2:20][NH:19][CH2:18][CH2:17]1.F[P-](F)(F)(F)(F)F.N1(O[P+](N(C)C)(N(C)C)N(C)C)C2C=CC=CC=2N=N1.CCN(C(C)C)C(C)C. The catalyst is CN(C=O)C. The product is [C:29]([O:28][C:26]([N:24]1[CH2:25][CH:22]([N:16]2[CH2:21][CH2:20][N:19]([C:10](=[O:12])[CH2:9][CH2:8][C:6]3[CH:7]=[C:2]([Br:1])[C:3]([Cl:15])=[CH:4][C:5]=3[O:13][CH3:14])[CH2:18][CH2:17]2)[CH2:23]1)=[O:27])([CH3:32])([CH3:30])[CH3:31]. The yield is 0.460.